From a dataset of Peptide-MHC class I binding affinity with 185,985 pairs from IEDB/IMGT. Regression. Given a peptide amino acid sequence and an MHC pseudo amino acid sequence, predict their binding affinity value. This is MHC class I binding data. (1) The peptide sequence is RDWAHNGL. The MHC is HLA-B45:01 with pseudo-sequence HLA-B45:01. The binding affinity (normalized) is 0. (2) The MHC is HLA-A68:02 with pseudo-sequence HLA-A68:02. The peptide sequence is YLLFNHFSV. The binding affinity (normalized) is 0.662. (3) The peptide sequence is REIKAEVSM. The MHC is HLA-B40:01 with pseudo-sequence HLA-B40:01. The binding affinity (normalized) is 0.707. (4) The peptide sequence is VPAERRGVF. The MHC is HLA-A30:01 with pseudo-sequence HLA-A30:01. The binding affinity (normalized) is 0.0847. (5) The peptide sequence is RSLYNTVATLY. The MHC is HLA-A02:01 with pseudo-sequence HLA-A02:01. The binding affinity (normalized) is 0.0276. (6) The peptide sequence is FLYPSWSLY. The MHC is BoLA-D18.4 with pseudo-sequence BoLA-D18.4. The binding affinity (normalized) is 0.362. (7) The peptide sequence is VMLLDIDYF. The MHC is HLA-B40:01 with pseudo-sequence HLA-B40:01. The binding affinity (normalized) is 0.0847. (8) The binding affinity (normalized) is 0. The MHC is HLA-A68:01 with pseudo-sequence HLA-A68:01. The peptide sequence is PFEKEFTSDY. (9) The peptide sequence is MALKDFKEF. The MHC is HLA-A23:01 with pseudo-sequence HLA-A23:01. The binding affinity (normalized) is 0.534. (10) The peptide sequence is SLYASSPGGV. The MHC is HLA-A02:02 with pseudo-sequence HLA-A02:02. The binding affinity (normalized) is 0.866.